Dataset: Full USPTO retrosynthesis dataset with 1.9M reactions from patents (1976-2016). Task: Predict the reactants needed to synthesize the given product. (1) Given the product [Br:7][C:5]1[S:4][C:3]2[C:8](=[O:9])[N:10]([CH2:11][C:12]3[CH:17]=[CH:16][C:15]([O:18][CH3:19])=[CH:14][CH:13]=3)[C:28]([CH3:30])([CH3:29])[NH:1][C:2]=2[CH:6]=1, predict the reactants needed to synthesize it. The reactants are: [NH2:1][C:2]1[CH:6]=[C:5]([Br:7])[S:4][C:3]=1[C:8]([NH:10][CH2:11][C:12]1[CH:17]=[CH:16][C:15]([O:18][CH3:19])=[CH:14][CH:13]=1)=[O:9].[O-]S([O-])(=O)=O.[Mg+2].CO[C:28](OC)([CH3:30])[CH3:29].CC1C=CC(S(O)(=O)=O)=CC=1.C([O-])(O)=O.[Na+]. (2) Given the product [Cl:22][C:9]1[N:8]=[CH:7][N:6]=[C:3]2[NH:4][N:5]=[CH:1][C:2]=12, predict the reactants needed to synthesize it. The reactants are: [CH:1]1[C:2]2[C:9](=O)[NH:8][CH:7]=[N:6][C:3]=2[NH:4][N:5]=1.C(N(CC)C(C)C)(C)C.P(Cl)(Cl)([Cl:22])=O.